Dataset: Forward reaction prediction with 1.9M reactions from USPTO patents (1976-2016). Task: Predict the product of the given reaction. Given the reactants [CH3:1][C:2]1[C:3]([N:9]2[CH2:14][CH2:13][N:12]([C:15]([C:17]3[CH:22]=[CH:21][C:20](I)=[CH:19][CH:18]=3)=[O:16])[CH2:11][CH2:10]2)=[N:4][CH:5]=[C:6]([CH3:8])[CH:7]=1.[CH:24]([C@@H:27]1[CH2:31][O:30][C:29](=[O:32])[NH:28]1)([CH3:26])[CH3:25], predict the reaction product. The product is: [CH3:1][C:2]1[C:3]([N:9]2[CH2:14][CH2:13][N:12]([C:15]([C:17]3[CH:22]=[CH:21][C:20]([N:28]4[C@H:27]([CH:24]([CH3:26])[CH3:25])[CH2:31][O:30][C:29]4=[O:32])=[CH:19][CH:18]=3)=[O:16])[CH2:11][CH2:10]2)=[N:4][CH:5]=[C:6]([CH3:8])[CH:7]=1.